This data is from Forward reaction prediction with 1.9M reactions from USPTO patents (1976-2016). The task is: Predict the product of the given reaction. Given the reactants [N+:1]([C:4]1[CH:5]=[C:6]([C:10]2[C:11](=O)[O:12][C:13](=[O:15])[CH:14]=2)[CH:7]=[CH:8][CH:9]=1)([O-:3])=[O:2].O.[NH2:18][NH2:19].O, predict the reaction product. The product is: [N+:1]([C:4]1[CH:5]=[C:6]([C:10]2[C:11](=[O:12])[NH:18][NH:19][C:13](=[O:15])[CH:14]=2)[CH:7]=[CH:8][CH:9]=1)([O-:3])=[O:2].